From a dataset of Full USPTO retrosynthesis dataset with 1.9M reactions from patents (1976-2016). Predict the reactants needed to synthesize the given product. (1) The reactants are: [CH3:1][O:2][C:3]1[CH:8]=[CH:7][C:6]([SH:9])=[CH:5][CH:4]=1.Br[CH2:11][C:12]([O:14]CC)=[O:13].[OH-].[K+].[OH-].[Na+]. Given the product [CH3:1][O:2][C:3]1[CH:8]=[CH:7][C:6]([S:9][CH2:11][C:12]([OH:14])=[O:13])=[CH:5][CH:4]=1, predict the reactants needed to synthesize it. (2) The reactants are: CC[C@@H]([C@H](N[C:34]([CH2:36][C@H:37]([OH:70])[C@@H:38]([NH:43]C([C@@H](N(C([C@@H](NC([C@H](O)[C@H](CC)C)=O)CC(C)C)=O)C)CCC(N)=O)=O)[CH2:39][CH:40]([CH3:42])[CH3:41])=[O:35])C(NCC(N([C@@H](C(N1[C@H](C(OC)=O)CCC1)=O)CC1C=CC=CC=1)C)=O)=O)C.CC(C[C@H](NC1C([N+]([O-])=O)=CC([N+]([O-])=O)=C(F)C=1)C(N)=[O:77])C.CO.C(O)=O. Given the product [NH2:43][C@H:38]([C@H:37]([CH2:36][C:34](=[O:35])[OH:77])[OH:70])[CH2:39][CH:40]([CH3:42])[CH3:41], predict the reactants needed to synthesize it. (3) Given the product [CH3:22][N:19]1[CH2:20][CH2:21][N:16]([CH:14]2[CH2:15][CH:12]([C:4]3[N:5]4[CH:10]=[CH:9][N:8]=[C:7]([NH2:11])[C:6]4=[C:2]([C:33]4[CH:32]=[C:31]5[C:36]([C:37]([C:39]([F:42])([F:40])[F:41])=[CH:38][C:29]([C:23]6[CH:28]=[CH:27][CH:26]=[CH:25][CH:24]=6)=[N:30]5)=[CH:35][CH:34]=4)[N:3]=3)[CH2:13]2)[CH2:17][CH2:18]1, predict the reactants needed to synthesize it. The reactants are: I[C:2]1[N:3]=[C:4]([CH:12]2[CH2:15][CH:14]([N:16]3[CH2:21][CH2:20][N:19]([CH3:22])[CH2:18][CH2:17]3)[CH2:13]2)[N:5]2[CH:10]=[CH:9][N:8]=[C:7]([NH2:11])[C:6]=12.[C:23]1([C:29]2[CH:38]=[C:37]([C:39]([F:42])([F:41])[F:40])[C:36]3[C:31](=[CH:32][C:33](B4OC(C)(C)C(C)(C)O4)=[CH:34][CH:35]=3)[N:30]=2)[CH:28]=[CH:27][CH:26]=[CH:25][CH:24]=1.C(=O)([O-])[O-].[Cs+].[Cs+].COCCOC. (4) Given the product [F:5][C:6]1[CH:15]=[C:14]([NH:16][C:17]([C:19]2[CH:24]=[CH:23][CH:22]=[CH:21][N:20]=2)=[O:18])[C:13]([N+:1]([O-:4])=[O:2])=[CH:12][C:7]=1[C:8]([O:10][CH3:11])=[O:9], predict the reactants needed to synthesize it. The reactants are: [N+:1]([O-:4])(O)=[O:2].[F:5][C:6]1[CH:15]=[C:14]([NH:16][C:17]([C:19]2[CH:24]=[CH:23][CH:22]=[CH:21][N:20]=2)=[O:18])[CH:13]=[CH:12][C:7]=1[C:8]([O:10][CH3:11])=[O:9].C(=O)([O-])[O-].[Na+].[Na+]. (5) Given the product [NH2:13][C:7]1[CH:6]=[CH:5][C:4]([N+:1]([O-:3])=[O:2])=[CH:15][C:8]=1[C:9]([NH:20][CH2:19][C:18]1[CH:21]=[CH:22][CH:23]=[CH:24][C:17]=1[Cl:16])=[O:11], predict the reactants needed to synthesize it. The reactants are: [N+:1]([C:4]1[CH:15]=[C:8]2[C:9]([O:11]C(=O)[NH:13][C:7]2=[CH:6][CH:5]=1)=O)([O-:3])=[O:2].[Cl:16][C:17]1[CH:24]=[CH:23][CH:22]=[CH:21][C:18]=1[CH2:19][NH2:20]. (6) Given the product [F:1][C:2]([F:13])([F:12])[C:3]1[CH:8]=[CH:7][C:6]([C:15]2[O:19][C:18]([C:20](=[O:22])[CH3:21])=[CH:17][CH:16]=2)=[CH:5][CH:4]=1, predict the reactants needed to synthesize it. The reactants are: [F:1][C:2]([F:13])([F:12])[C:3]1[CH:8]=[CH:7][C:6](B(O)O)=[CH:5][CH:4]=1.Br[C:15]1[O:19][C:18]([C:20](=[O:22])[CH3:21])=[CH:17][CH:16]=1. (7) Given the product [F:1][C:2]1[CH:7]=[C:6]([S:8]([CH3:11])(=[O:9])=[O:10])[CH:5]=[CH:4][C:3]=1[C:12]1[O:13][C:14]2[CH:20]=[C:19]([CH:21]3[CH2:22][CH2:23][N:24]([C:27]([O:29][C:30]([CH3:33])([CH3:32])[CH3:31])=[O:28])[CH2:25][CH2:26]3)[CH:18]=[CH:17][C:15]=2[N:16]=1, predict the reactants needed to synthesize it. The reactants are: [F:1][C:2]1[CH:7]=[C:6]([S:8]([CH3:11])(=[O:10])=[O:9])[CH:5]=[CH:4][C:3]=1[C:12]1[O:13][C:14]2[CH:20]=[C:19]([C:21]3[CH2:26][CH2:25][N:24]([C:27]([O:29][C:30]([CH3:33])([CH3:32])[CH3:31])=[O:28])[CH2:23][CH:22]=3)[CH:18]=[CH:17][C:15]=2[N:16]=1.OCC1(OC[C@@H](O)[C@@H](O)[C@H]1O)O.